From a dataset of Forward reaction prediction with 1.9M reactions from USPTO patents (1976-2016). Predict the product of the given reaction. (1) Given the reactants [Cl:1][C:2]1[CH:7]=[CH:6][CH:5]=[CH:4][C:3]=1[C:8]1[CH:17]=[C:11]2[NH:12][CH:13]=[CH:14][C:15](=O)[N:10]2[N:9]=1.C(N(CC)CC)C.O=P(Cl)(Cl)[Cl:27].C(=O)(O)[O-].[Na+], predict the reaction product. The product is: [Cl:27][C:15]1[N:10]2[N:9]=[C:8]([C:3]3[CH:4]=[CH:5][CH:6]=[CH:7][C:2]=3[Cl:1])[CH:17]=[C:11]2[N:12]=[CH:13][CH:14]=1. (2) Given the reactants F.[Si]([O:9][CH2:10][CH2:11][N:12]([C:35]#[N:36])[C:13]1[CH:18]=[CH:17][C:16]([N:19]2[CH2:23][C@H:22]([CH2:24][NH:25][C:26]([C:28]3[S:29][C:30]([Cl:33])=[CH:31][CH:32]=3)=[O:27])[O:21][C:20]2=[O:34])=[CH:15][CH:14]=1)(C(C)(C)C)(C)C, predict the reaction product. The product is: [Cl:33][C:30]1[S:29][C:28]([C:26]([NH:25][CH2:24][C@@H:22]2[O:21][C:20](=[O:34])[N:19]([C:16]3[CH:17]=[CH:18][C:13]([N:12]4[CH2:11][CH2:10][O:9][C:35]4=[NH:36])=[CH:14][CH:15]=3)[CH2:23]2)=[O:27])=[CH:32][CH:31]=1. (3) Given the reactants [N:1]1[CH:6]=[CH:5][N:4]=[CH:3][C:2]=1[N:7]1[C:14]2[C@H:13]3[CH2:15][C@H:12]3[CH2:11][C:10]=2[C:9]([C:16]([OH:18])=O)=[N:8]1.Cl.[F:20][C:21]([F:27])([F:26])[C:22]1([NH2:25])[CH2:24][CH2:23]1, predict the reaction product. The product is: [F:20][C:21]([F:27])([F:26])[C:22]1([NH:25][C:16]([C:9]2[C:10]3[CH2:11][C@@H:12]4[CH2:15][C@@H:13]4[C:14]=3[N:7]([C:2]3[CH:3]=[N:4][CH:5]=[CH:6][N:1]=3)[N:8]=2)=[O:18])[CH2:24][CH2:23]1.